Dataset: Experimentally validated miRNA-target interactions with 360,000+ pairs, plus equal number of negative samples. Task: Binary Classification. Given a miRNA mature sequence and a target amino acid sequence, predict their likelihood of interaction. (1) The protein sequence of the target gene is MPAPTQLFFPLIRNCELSRIYGTACYCHHKHLCCSSSYIPQSRLRYTPHPAYATFCRPKENWWQYTQGRRYASTPQKFYLTPPQVNSILKANEYSFKVPEFDGKNVSSILGFDSNQLPANAPIEDRRSAATCLQTRGMLLGVFDGHAGCACSQAVSERLFYYIAVSLLPHETLLEIENAVESGRALLPILQWHKHPNDYFSKEASKLYFNSLRTYWQELIDLNTGESTDIDVKEALINAFKRLDNDISLEAQVGDPNSFLNYLVLRVAFSGATACVAHVDGVDLHVANTGDSRAMLGVQE.... The miRNA is hsa-miR-4771 with sequence AGCAGACUUGACCUACAAUUA. Result: 1 (interaction). (2) The miRNA is hsa-miR-508-3p with sequence UGAUUGUAGCCUUUUGGAGUAGA. The protein sequence of the target gene is MAAQKINEGLEHLAKAEKYLKTGFLKWKPDYDSAASEYGKAAVAFKNAKQFEQAKDACLREAVAHENNRALFHAAKAYEQAGMMLKEMQKLPEAVQLIEKASMMYLENGTPDTAAMALERAGKLIENVDPEKAVQLYQQTANVFENEERLRQAVELLGKASRLLVRGRRFDEAALSIQKEKNIYKEIENYPTCYKKTIAQVLVHLHRNDYVAAERCVRESYSIPGFNGSEDCAALEQLLEGYDQQDQDQVSDVCNSPLFKYMDNDYAKLGLSLVVPGGGIKKKSPATPQAKPDGVTATAA.... Result: 0 (no interaction).